Dataset: Peptide-MHC class I binding affinity with 185,985 pairs from IEDB/IMGT. Task: Regression. Given a peptide amino acid sequence and an MHC pseudo amino acid sequence, predict their binding affinity value. This is MHC class I binding data. The peptide sequence is VPRENATAF. The MHC is HLA-B07:02 with pseudo-sequence HLA-B07:02. The binding affinity (normalized) is 0.936.